Dataset: Catalyst prediction with 721,799 reactions and 888 catalyst types from USPTO. Task: Predict which catalyst facilitates the given reaction. (1) Reactant: [F:1][C:2]1[CH:10]=[CH:9][CH:8]=[C:7]([I:11])[C:3]=1[C:4](Cl)=[O:5].[CH3:12][NH:13][CH3:14].C1COCC1. Product: [F:1][C:2]1[CH:10]=[CH:9][CH:8]=[C:7]([I:11])[C:3]=1[C:4]([N:13]([CH3:14])[CH3:12])=[O:5]. The catalyst class is: 6. (2) Reactant: F[C:2]1[CH:10]=[CH:9][C:8]2[N:7]([CH2:11][C:12]3[CH:21]=[CH:20][C:15]([C:16]([O:18][CH3:19])=[O:17])=[CH:14][CH:13]=3)[C:6]3[CH2:22][CH2:23][N:24]([CH2:27][CH2:28]O)[C:25](=[O:26])[C:5]=3[C:4]=2[CH:3]=1.CCN(C(C)C)C(C)C.CS(Cl)(=O)=O.[OH:44][CH2:45][C@@H:46]1[CH2:50][CH2:49][CH2:48][NH:47]1. Product: [OH:44][CH2:45][C@@H:46]1[CH2:50][CH2:49][CH2:48][N:47]1[CH2:28][CH2:27][N:24]1[CH2:23][CH2:22][C:6]2[N:7]([CH2:11][C:12]3[CH:21]=[CH:20][C:15]([C:16]([O:18][CH3:19])=[O:17])=[CH:14][CH:13]=3)[C:8]3[CH:9]=[CH:10][CH:2]=[CH:3][C:4]=3[C:5]=2[C:25]1=[O:26]. The catalyst class is: 10. (3) The catalyst class is: 117. Reactant: Br[C:2]1[C:3]2[N:4]([N:23]=[CH:24][N:25]=2)[C:5]([C:16]2[CH:21]=[CH:20][C:19]([CH3:22])=[CH:18][CH:17]=2)=[C:6]([C:8]2[CH:15]=[CH:14][C:11]([C:12]#[N:13])=[CH:10][CH:9]=2)[CH:7]=1.C[N+]12CC(=O)O[B-]1(C=C)O[C:30](=O)[CH2:31]2.ClCCl.C(=O)([O-])[O-].[K+].[K+]. Product: [CH3:22][C:19]1[CH:20]=[CH:21][C:16]([C:5]2[N:4]3[N:23]=[CH:24][N:25]=[C:3]3[C:2]([CH:30]=[CH2:31])=[CH:7][C:6]=2[C:8]2[CH:15]=[CH:14][C:11]([C:12]#[N:13])=[CH:10][CH:9]=2)=[CH:17][CH:18]=1. (4) Product: [CH2:1]([N:5]1[C:13]2[C:12](=[O:31])[NH:11][C:10]([Cl:15])=[N:9][C:8]=2[N:7]=[C:6]1[N:16]1[CH2:21][CH2:20][N:19]([C:22]([O:24][C:25]([CH3:28])([CH3:27])[CH3:26])=[O:23])[CH2:18][CH2:17]1)[C:2]#[C:3][CH3:4]. The catalyst class is: 16. Reactant: [CH2:1]([N:5]1[C:13]2[C:8](=[N:9][C:10]([Cl:15])=[N:11][C:12]=2Cl)[N:7]=[C:6]1[N:16]1[CH2:21][CH2:20][N:19]([C:22]([O:24][C:25]([CH3:28])([CH3:27])[CH3:26])=[O:23])[CH2:18][CH2:17]1)[C:2]#[C:3][CH3:4].C([O-])(=[O:31])C.[Na+]. (5) Reactant: Br.Br[CH2:3][C:4]([C:6]1[CH:7]=[N:8][CH:9]=[CH:10][CH:11]=1)=[O:5].[N-:12]=[N+:13]=[N-:14].[Na+].C([O-])(O)=O.[Na+]. Product: [N:12]([CH2:3][C:4]([C:6]1[CH:7]=[N:8][CH:9]=[CH:10][CH:11]=1)=[O:5])=[N+:13]=[N-:14]. The catalyst class is: 6.